This data is from Experimentally validated miRNA-target interactions with 360,000+ pairs, plus equal number of negative samples. The task is: Binary Classification. Given a miRNA mature sequence and a target amino acid sequence, predict their likelihood of interaction. The miRNA is hsa-miR-302c-3p with sequence UAAGUGCUUCCAUGUUUCAGUGG. The protein sequence of the target gene is MAEKTQKSVKIAPGAVVCVESEIRGDVTIGPRTVIHPKARIIAEAGPIVIGEGNLIEEQALIINAYPDNITPDTEDPEPKPMIIGTNNVFEVGCYSQAMKMGDNNVIESKAYVGRNVILTSGCIIGACCNLNTFEVIPENTVIYGADCLRRVQTERPQPQTLQLDFLMKILPNYHHLKKTMKGSSTPVKN. Result: 1 (interaction).